Dataset: Forward reaction prediction with 1.9M reactions from USPTO patents (1976-2016). Task: Predict the product of the given reaction. Given the reactants [C:1]([NH:8][C@@H:9]([C:13]([OH:15])=O)[CH:10]([CH3:12])[CH3:11])([O:3][C:4]([CH3:7])([CH3:6])[CH3:5])=[O:2].[CH2:16]([Cl:19])[CH2:17]Cl.[CH:20]1[CH:21]=CC2N(O)N=N[C:24]=2[CH:25]=1.CCN(C(C)C)C(C)C.[OH:39][CH:40]1[CH2:45][CH2:44][N:43](C2C=CC(Cl)=CC=2)[CH2:42][CH2:41]1, predict the reaction product. The product is: [Cl:19][C:16]1[CH:17]=[CH:24][C:25]([C:40]2([OH:39])[CH2:41][CH2:42][N:43]([C:13](=[O:15])[C@H:9]([NH:8][C:1](=[O:2])[O:3][C:4]([CH3:5])([CH3:6])[CH3:7])[CH:10]([CH3:11])[CH3:12])[CH2:44][CH2:45]2)=[CH:20][CH:21]=1.